This data is from Forward reaction prediction with 1.9M reactions from USPTO patents (1976-2016). The task is: Predict the product of the given reaction. (1) Given the reactants [CH2:1]([O:3][C:4](=[O:28])[CH2:5][C@H:6]([NH:20][C:21](OC(C)(C)C)=[O:22])[CH2:7][C:8]1[CH:13]=[CH:12][C:11]([C:14]2[CH:19]=[CH:18][CH:17]=[CH:16][CH:15]=2)=[CH:10][CH:9]=1)[CH3:2].C(O)(C(F)(F)F)=O.C1(=O)[O:41][C:39](=[O:40])[CH2:38][CH2:37]1, predict the reaction product. The product is: [CH2:1]([O:3][C:4](=[O:28])[CH2:5][C@H:6]([NH:20][C:21](=[O:22])[CH2:37][CH2:38][C:39]([OH:41])=[O:40])[CH2:7][C:8]1[CH:9]=[CH:10][C:11]([C:14]2[CH:15]=[CH:16][CH:17]=[CH:18][CH:19]=2)=[CH:12][CH:13]=1)[CH3:2]. (2) Given the reactants [Cl:1][C:2]1[CH:7]=[C:6]([Cl:8])[CH:5]=[CH:4][C:3]=1[C:9]1[C:17]2[C:13](=[C:14]([CH:19]=[O:20])[N:15]([CH3:18])[N:16]=2)[CH:12]=[CH:11][CH:10]=1.S([CH2:31][N:32]=[C:33]=O)(C1C=CC(C)=CC=1)(=O)=O.C(=O)([O-])[O-].[K+].[K+], predict the reaction product. The product is: [Cl:1][C:2]1[CH:7]=[C:6]([Cl:8])[CH:5]=[CH:4][C:3]=1[C:9]1[C:17]2[C:13](=[C:14]([C:19]3[O:20][CH:33]=[N:32][CH:31]=3)[N:15]([CH3:18])[N:16]=2)[CH:12]=[CH:11][CH:10]=1. (3) Given the reactants [C:1]([O:5][C:6]([N:8]([CH2:21][CH2:22][N:23]([C:30]([O:32][C:33]([CH3:36])([CH3:35])[CH3:34])=[O:31])[C:24]1[CH:29]=[CH:28][CH:27]=[CH:26][N:25]=1)[CH:9]1[CH2:14][CH2:13][CH:12]([CH2:15][C:16]([O:18]CC)=[O:17])[CH2:11][CH2:10]1)=[O:7])([CH3:4])([CH3:3])[CH3:2].CO.O.[OH-].[Li+].Cl, predict the reaction product. The product is: [C:1]([O:5][C:6]([N:8]([CH2:21][CH2:22][N:23]([C:30]([O:32][C:33]([CH3:36])([CH3:35])[CH3:34])=[O:31])[C:24]1[CH:29]=[CH:28][CH:27]=[CH:26][N:25]=1)[CH:9]1[CH2:10][CH2:11][CH:12]([CH2:15][C:16]([OH:18])=[O:17])[CH2:13][CH2:14]1)=[O:7])([CH3:3])([CH3:4])[CH3:2]. (4) Given the reactants [CH3:1][CH:2]1[CH2:6][CH2:5][CH2:4][N:3]1[C:7]1[N:12]=[C:11]([NH:13][C:14]2[C:15]3[N:16]([CH:27]=[CH:28][N:29]=3)[N:17]=[C:18]([C:20]3[CH:21]=[C:22]([OH:26])[CH:23]=[CH:24][CH:25]=3)[CH:19]=2)[CH:10]=[CH:9][CH:8]=1.C([O-])([O-])=O.[K+].[K+].CS(O[CH2:41][CH2:42][N:43]1[CH2:48][CH2:47][N:46]([C:49]([O:51][C:52]([CH3:55])([CH3:54])[CH3:53])=[O:50])[CH2:45][CH2:44]1)(=O)=O.O, predict the reaction product. The product is: [C:52]([O:51][C:49]([N:46]1[CH2:47][CH2:48][N:43]([CH2:42][CH2:41][O:26][C:22]2[CH:23]=[CH:24][CH:25]=[C:20]([C:18]3[CH:19]=[C:14]([NH:13][C:11]4[CH:10]=[CH:9][CH:8]=[C:7]([N:3]5[CH2:4][CH2:5][CH2:6][CH:2]5[CH3:1])[N:12]=4)[C:15]4[N:16]([CH:27]=[CH:28][N:29]=4)[N:17]=3)[CH:21]=2)[CH2:44][CH2:45]1)=[O:50])([CH3:55])([CH3:54])[CH3:53]. (5) Given the reactants CC(C)(C)[C@H](NC(=O)[C@@H](NC)C)C(N1[C@H](C(N[C@H]2C3C(=CC=CC=3)CCC2)=O)CC2C(=CC([C@H]3C[C@@H](C(=O)N[C@H]4C5C(=CC=CC=5)CCC4)N(C(=O)[C@@H](NC(=O)[C@@H](NC)C)C(C)(C)C)C3)=CC=2)C1)=O.[C:70]([O:74][C:75]([N:77]1[C@H:81]([C:82](=[O:94])[NH:83][C@H:84]2[C:93]3[C:88](=[CH:89][CH:90]=[CH:91][CH:92]=3)[CH2:87][CH2:86][CH2:85]2)[CH:80]=[C:79]([C:95]2[CH:104]=[C:103]3[C:98]([CH2:99][C@@H:100]([C:112]([O:114][CH3:115])=[O:113])[N:101]([C:105]([O:107][C:108]([CH3:111])([CH3:110])[CH3:109])=[O:106])[CH2:102]3)=[CH:97][CH:96]=2)[CH2:78]1)=[O:76])([CH3:73])([CH3:72])[CH3:71], predict the reaction product. The product is: [C:70]([O:74][C:75]([N:77]1[C@H:81]([C:82](=[O:94])[NH:83][C@H:84]2[C:93]3[C:88](=[CH:89][CH:90]=[CH:91][CH:92]=3)[CH2:87][CH2:86][CH2:85]2)[CH2:80][C@H:79]([C:95]2[CH:104]=[C:103]3[C:98]([CH2:99][C@@H:100]([C:112]([O:114][CH3:115])=[O:113])[N:101]([C:105]([O:107][C:108]([CH3:110])([CH3:109])[CH3:111])=[O:106])[CH2:102]3)=[CH:97][CH:96]=2)[CH2:78]1)=[O:76])([CH3:73])([CH3:71])[CH3:72].